Dataset: Peptide-MHC class II binding affinity with 134,281 pairs from IEDB. Task: Regression. Given a peptide amino acid sequence and an MHC pseudo amino acid sequence, predict their binding affinity value. This is MHC class II binding data. (1) The peptide sequence is YDKFLANSSTVLTGK. The MHC is DRB1_1101 with pseudo-sequence DRB1_1101. The binding affinity (normalized) is 0.465. (2) The peptide sequence is PSHIMSVLDMGQGIL. The MHC is H-2-IAb with pseudo-sequence H-2-IAb. The binding affinity (normalized) is 0.108. (3) The peptide sequence is APKVAATAANAAPAN. The MHC is DRB1_1001 with pseudo-sequence DRB1_1001. The binding affinity (normalized) is 0.198.